From a dataset of Full USPTO retrosynthesis dataset with 1.9M reactions from patents (1976-2016). Predict the reactants needed to synthesize the given product. (1) Given the product [CH2:4]([N:1]1[CH:15]=[C:13]([CH2:12][OH:11])[N:3]=[N:2]1)[C:5]1[CH:10]=[CH:9][CH:8]=[CH:7][CH:6]=1, predict the reactants needed to synthesize it. The reactants are: [N:1]([CH2:4][C:5]1[CH:10]=[CH:9][CH:8]=[CH:7][CH:6]=1)=[N+:2]=[N-:3].[O:11]=[C:12]1O[C@H]([C@H](CO)O)[C:15]([O-])=[C:13]1O.[Na+]. (2) Given the product [F:36][C:2]1([CH2:26][O:27][CH2:28][CH3:29])[CH2:7][CH2:6][N:5]([C:8]2[CH:13]=[CH:12][C:11]([N:14]3[CH2:18][C@H:17]([CH2:19][NH:20][C:21](=[O:23])[CH3:22])[O:16][C:15]3=[O:24])=[CH:10][C:9]=2[F:25])[CH2:4][CH2:3]1, predict the reactants needed to synthesize it. The reactants are: O[C:2]1([CH2:26][O:27][CH2:28][CH3:29])[CH2:7][CH2:6][N:5]([C:8]2[CH:13]=[CH:12][C:11]([N:14]3[CH2:18][C@H:17]([CH2:19][NH:20][C:21](=[O:23])[CH3:22])[O:16][C:15]3=[O:24])=[CH:10][C:9]=2[F:25])[CH2:4][CH2:3]1.CCN(S(F)(F)[F:36])CC. (3) Given the product [Br:13][C:14]1[CH:19]=[C:18]([O:10][CH2:9][C:8]([F:12])([F:11])[F:7])[CH:17]=[C:16]([F:21])[CH:15]=1, predict the reactants needed to synthesize it. The reactants are: CC(C)([O-])C.[K+].[F:7][C:8]([F:12])([F:11])[CH2:9][OH:10].[Br:13][C:14]1[CH:19]=[C:18](F)[CH:17]=[C:16]([F:21])[CH:15]=1.O. (4) Given the product [I-:30].[CH:31]([P+:34]([C:47]1[CH:52]=[CH:51][CH:50]=[CH:49][CH:48]=1)([C:35]1[CH:36]=[CH:37][CH:38]=[CH:39][CH:40]=1)[C:41]1[CH:46]=[CH:45][CH:44]=[CH:43][CH:42]=1)([CH3:33])[CH3:32].[CH2:15]([O:17][C:18]([C@H:19]1[C@H:20]([C:21]2[CH:26]=[CH:25][CH:24]=[C:23]([O:27][CH3:28])[CH:22]=2)[C:4]1([CH3:5])[CH3:3])=[O:29])[CH3:16], predict the reactants needed to synthesize it. The reactants are: CO[C:3](=O)[CH:4]=[CH:5]C1C=CC=C(OC)C=1.[CH2:15]([O:17][C:18](=[O:29])[CH:19]=[CH:20][C:21]1[CH:26]=[CH:25][CH:24]=[C:23]([O:27][CH3:28])[CH:22]=1)[CH3:16].[I-:30].[CH:31]([P+:34]([C:47]1[CH:52]=[CH:51][CH:50]=[CH:49][CH:48]=1)([C:41]1[CH:46]=[CH:45][CH:44]=[CH:43][CH:42]=1)[C:35]1[CH:40]=[CH:39][CH:38]=[CH:37][CH:36]=1)([CH3:33])[CH3:32].C([Li])CCC.OS(O)(=O)=O. (5) Given the product [F:1][C:2]1[N:7]=[C:6]([NH:8][C:9](=[O:14])[C:10]([CH3:11])([CH3:13])[CH3:12])[C:5]([CH:23]=[O:24])=[CH:4][CH:3]=1, predict the reactants needed to synthesize it. The reactants are: [F:1][C:2]1[N:7]=[C:6]([NH:8][C:9](=[O:14])[C:10]([CH3:13])([CH3:12])[CH3:11])[CH:5]=[CH:4][CH:3]=1.[Li]C(C)(C)C.CN([CH:23]=[O:24])C. (6) The reactants are: [CH:1]1([N:6]2[CH2:11][CH:10]=[C:9]([C:12]3[C:20]4[C:15](=[CH:16][CH:17]=[CH:18][CH:19]=4)[N:14]([C:21]4[CH:26]=[CH:25][C:24]([N+:27]([O-])=O)=[CH:23][CH:22]=4)[CH:13]=3)[CH2:8][CH2:7]2)[CH2:5][CH2:4][CH2:3][CH2:2]1. Given the product [CH:1]1([N:6]2[CH2:7][CH2:8][CH:9]([C:12]3[C:20]4[C:15](=[CH:16][CH:17]=[CH:18][CH:19]=4)[N:14]([C:21]4[CH:26]=[CH:25][C:24]([NH2:27])=[CH:23][CH:22]=4)[CH:13]=3)[CH2:10][CH2:11]2)[CH2:2][CH2:3][CH2:4][CH2:5]1, predict the reactants needed to synthesize it.